Dataset: Catalyst prediction with 721,799 reactions and 888 catalyst types from USPTO. Task: Predict which catalyst facilitates the given reaction. (1) Reactant: [Br:1][C:2]1[CH:3]=[C:4](Br)[C:5]2[N:6]([C:8]([I:11])=[CH:9][N:10]=2)[N:7]=1.[F:13][C:14]([F:19])([F:18])[CH2:15][CH2:16][NH2:17].O. Product: [Br:1][C:2]1[CH:3]=[C:4]([NH:17][CH2:16][CH2:15][C:14]([F:19])([F:18])[F:13])[C:5]2[N:6]([C:8]([I:11])=[CH:9][N:10]=2)[N:7]=1. The catalyst class is: 9. (2) The catalyst class is: 15. Product: [Cl:1][C:2]1[CH:3]=[C:4]([CH:7]=[C:8]([O:10][C:11]2[C:12](=[O:18])[NH:13][CH:14]=[C:15]([Cl:19])[C:16]=2[Cl:17])[CH:9]=1)[C:5]#[N:6]. Reactant: [Cl:1][C:2]1[CH:3]=[C:4]([CH:7]=[C:8]([O:10][C:11]2[C:12]([OH:18])=[N:13][CH:14]=[CH:15][C:16]=2[Cl:17])[CH:9]=1)[C:5]#[N:6].[Cl:19]N1C(=O)CCC1=O. (3) Reactant: [F:1][C:2]1[CH:10]=[CH:9][C:8]2[C:4](=[CH:5][N:6]([CH3:11])[N:7]=2)[C:3]=1[C@H:12]1[CH2:14][C@@H:13]1[CH2:15][NH:16]C(=O)OC(C)(C)C.[ClH:24].CO. Product: [ClH:24].[ClH:24].[F:1][C:2]1[CH:10]=[CH:9][C:8]2[C:4](=[CH:5][N:6]([CH3:11])[N:7]=2)[C:3]=1[C@H:12]1[CH2:14][C@@H:13]1[CH2:15][NH2:16]. The catalyst class is: 5. (4) Reactant: [CH2:1]([C:6]([CH:11]([CH3:13])[CH3:12])([CH2:9][OH:10])[CH2:7][OH:8])[CH2:2][CH:3]([CH3:5])[CH3:4].N1C=CC=CC=1.[C:20](Cl)(=[O:27])[C:21]1[CH:26]=[CH:25][CH:24]=[CH:23][CH:22]=1.[C:29](Cl)(=[O:32])[CH2:30][CH3:31]. Product: [C:29]([O:8][CH2:7][C:6]([CH2:1][CH2:2][CH:3]([CH3:5])[CH3:4])([CH:11]([CH3:13])[CH3:12])[CH2:9][O:10][C:20](=[O:27])[C:21]1[CH:26]=[CH:25][CH:24]=[CH:23][CH:22]=1)(=[O:32])[CH2:30][CH3:31]. The catalyst class is: 132.